Dataset: Reaction yield outcomes from USPTO patents with 853,638 reactions. Task: Predict the reaction yield, written as a fraction of the theoretical maximum amount of product (1.0 means a 100% yield; for example, 0.34 means a 34% yield). (1) The reactants are [CH2:1]([O:8][C:9]1[CH:14]=[CH:13][N:12]([C:15]2[CH:23]=[CH:22][C:21]3[N:20]([CH3:24])[C:19]4[CH2:25][CH2:26][NH:27][CH2:28][C:18]=4[C:17]=3[CH:16]=2)[C:11](=[O:29])[CH:10]=1)[C:2]1[CH:7]=[CH:6][CH:5]=[CH:4][CH:3]=1.C=O.[BH-](OC(C)=O)(OC(C)=O)O[C:34](C)=O.[Na+]. The product is [CH2:1]([O:8][C:9]1[CH:14]=[CH:13][N:12]([C:15]2[CH:23]=[CH:22][C:21]3[N:20]([CH3:24])[C:19]4[CH2:25][CH2:26][N:27]([CH3:34])[CH2:28][C:18]=4[C:17]=3[CH:16]=2)[C:11](=[O:29])[CH:10]=1)[C:2]1[CH:3]=[CH:4][CH:5]=[CH:6][CH:7]=1. The catalyst is CO. The yield is 0.980. (2) The reactants are [CH3:1][N:2]([CH3:55])[C:3](=[O:54])[C:4]([N:6]1[CH2:11][CH2:10][N:9]([CH2:12][CH2:13][NH:14][C@:15]23[CH2:50][CH2:49][C@@H:48]([C:51]([CH3:53])=[CH2:52])[C@@H:16]2[C@@H:17]2[C@@:30]([CH3:33])([CH2:31][CH2:32]3)[C@@:29]3([CH3:34])[C@@H:20]([C@:21]4([CH3:47])[C@@H:26]([CH2:27][CH2:28]3)[C:25]([CH3:36])([CH3:35])[C:24]([C:37]3[CH:46]=[CH:45][C:40]([C:41]([O:43]C)=[O:42])=[CH:39][CH:38]=3)=[CH:23][CH2:22]4)[CH2:19][CH2:18]2)[CH2:8][CH2:7]1)=[O:5].[OH-].[Na+]. The catalyst is O1CCOCC1. The product is [CH3:55][N:2]([CH3:1])[C:3](=[O:54])[C:4]([N:6]1[CH2:11][CH2:10][N:9]([CH2:12][CH2:13][NH:14][C@:15]23[CH2:50][CH2:49][C@@H:48]([C:51]([CH3:53])=[CH2:52])[C@@H:16]2[C@@H:17]2[C@@:30]([CH3:33])([CH2:31][CH2:32]3)[C@@:29]3([CH3:34])[C@@H:20]([C@:21]4([CH3:47])[C@@H:26]([CH2:27][CH2:28]3)[C:25]([CH3:36])([CH3:35])[C:24]([C:37]3[CH:38]=[CH:39][C:40]([C:41]([OH:43])=[O:42])=[CH:45][CH:46]=3)=[CH:23][CH2:22]4)[CH2:19][CH2:18]2)[CH2:8][CH2:7]1)=[O:5]. The yield is 0.410. (3) The reactants are Br[C:2]1[CH:7]=[CH:6][C:5]([C:8](=[C:16]2[CH2:23][CH2:22][CH2:21][CH2:20][CH2:19][CH2:18][CH2:17]2)[C:9]2[CH:14]=[CH:13][C:12]([OH:15])=[CH:11][CH:10]=2)=[CH:4][CH:3]=1.[O:24]1[CH:28]=[CH:27][C:26](B(O)O)=[CH:25]1.C([O-])([O-])=O.[Na+].[Na+]. The catalyst is Cl[Pd](Cl)([P](C1C=CC=CC=1)(C1C=CC=CC=1)C1C=CC=CC=1)[P](C1C=CC=CC=1)(C1C=CC=CC=1)C1C=CC=CC=1.C1COCC1.O. The product is [C:16]1(=[C:8]([C:5]2[CH:6]=[CH:7][C:2]([C:26]3[CH:27]=[CH:28][O:24][CH:25]=3)=[CH:3][CH:4]=2)[C:9]2[CH:14]=[CH:13][C:12]([OH:15])=[CH:11][CH:10]=2)[CH2:17][CH2:18][CH2:19][CH2:20][CH2:21][CH2:22][CH2:23]1. The yield is 0.760. (4) The reactants are Cl[C:2]1[C:18]([N+:19]([O-:21])=[O:20])=[CH:17][C:5]([C:6]([O:8][CH2:9][CH2:10][CH:11]2[CH2:16][CH2:15][CH2:14][CH2:13][CH2:12]2)=[O:7])=[CH:4][C:3]=1[N+:22]([O-:24])=[O:23].[S:25]([O-:28])([O-:27])=[O:26].[Na+:29].[Na+].O.C(O)(C)C. The catalyst is C(#N)C. The product is [CH:11]1([CH2:10][CH2:9][O:8][C:6]([C:5]2[CH:17]=[C:18]([N+:19]([O-:21])=[O:20])[C:2]([S:25]([O-:28])(=[O:27])=[O:26])=[C:3]([N+:22]([O-:24])=[O:23])[CH:4]=2)=[O:7])[CH2:16][CH2:15][CH2:14][CH2:13][CH2:12]1.[Na+:29]. The yield is 0.907. (5) The reactants are [Br:1][C:2]1[CH:11]=[C:10]2[C:5]([CH:6]=[C:7]([C:12]([O:14]CC)=[O:13])[CH:8]=[N:9]2)=[CH:4][C:3]=1[O:17][CH3:18].[OH-].[Li+]. The catalyst is O1CCCC1. The product is [Br:1][C:2]1[CH:11]=[C:10]2[C:5]([CH:6]=[C:7]([C:12]([OH:14])=[O:13])[CH:8]=[N:9]2)=[CH:4][C:3]=1[O:17][CH3:18]. The yield is 0.730. (6) The reactants are [F:1][C:2]1[CH:3]=[C:4]([CH2:17][C:18]([NH2:20])=[O:19])[CH:5]=[CH:6][C:7]=1B1OC(C)(C)C(C)(C)O1.[CH2:21]([O:28][C:29]1[CH:34]=[C:33]([O:35][CH2:36][CH3:37])[C:32](I)=[CH:31][N:30]=1)[C:22]1[CH:27]=[CH:26][CH:25]=[CH:24][CH:23]=1.C([O-])([O-])=O.[Cs+].[Cs+]. The catalyst is O1CCOCC1.O.C1C=CC(P(C2C=CC=CC=2)[C-]2C=CC=C2)=CC=1.C1C=CC(P(C2C=CC=CC=2)[C-]2C=CC=C2)=CC=1.Cl[Pd]Cl.[Fe+2]. The product is [CH2:21]([O:28][C:29]1[N:30]=[CH:31][C:32]([C:7]2[CH:6]=[CH:5][C:4]([CH2:17][C:18]([NH2:20])=[O:19])=[CH:3][C:2]=2[F:1])=[C:33]([O:35][CH2:36][CH3:37])[CH:34]=1)[C:22]1[CH:23]=[CH:24][CH:25]=[CH:26][CH:27]=1. The yield is 0.148. (7) The reactants are [Br:1][C:2]1[CH:10]=[CH:9][C:5]([C:6]([OH:8])=[O:7])=[CH:4][CH:3]=1.[Cl:11][S:12](O)(=[O:14])=[O:13]. No catalyst specified. The product is [Br:1][C:2]1[CH:10]=[CH:9][C:5]([C:6]([OH:8])=[O:7])=[CH:4][C:3]=1[S:12]([Cl:11])(=[O:14])=[O:13]. The yield is 0.790. (8) The reactants are O[Li].O.[CH2:4]([O:9][C:10]1[CH:11]=[C:12]([CH:21]=[C:22]([N+:24]([O-:26])=[O:25])[CH:23]=1)[C:13]([O:15]CCC(C)C)=[O:14])[CH2:5][CH:6]([CH3:8])[CH3:7].Cl. The catalyst is O.CO.C1COCC1. The product is [CH2:4]([O:9][C:10]1[CH:11]=[C:12]([CH:21]=[C:22]([N+:24]([O-:26])=[O:25])[CH:23]=1)[C:13]([OH:15])=[O:14])[CH2:5][CH:6]([CH3:8])[CH3:7]. The yield is 0.960.